Dataset: Peptide-MHC class I binding affinity with 185,985 pairs from IEDB/IMGT. Task: Regression. Given a peptide amino acid sequence and an MHC pseudo amino acid sequence, predict their binding affinity value. This is MHC class I binding data. The peptide sequence is RQHGFTPSK. The MHC is HLA-A26:01 with pseudo-sequence HLA-A26:01. The binding affinity (normalized) is 0.0847.